This data is from NCI-60 drug combinations with 297,098 pairs across 59 cell lines. The task is: Regression. Given two drug SMILES strings and cell line genomic features, predict the synergy score measuring deviation from expected non-interaction effect. Drug 1: C1=CC(=CC=C1CCC2=CNC3=C2C(=O)NC(=N3)N)C(=O)NC(CCC(=O)O)C(=O)O. Drug 2: CCCCC(=O)OCC(=O)C1(CC(C2=C(C1)C(=C3C(=C2O)C(=O)C4=C(C3=O)C=CC=C4OC)O)OC5CC(C(C(O5)C)O)NC(=O)C(F)(F)F)O. Cell line: SW-620. Synergy scores: CSS=17.5, Synergy_ZIP=1.40, Synergy_Bliss=0.0911, Synergy_Loewe=1.54, Synergy_HSA=1.20.